Dataset: NCI-60 drug combinations with 297,098 pairs across 59 cell lines. Task: Regression. Given two drug SMILES strings and cell line genomic features, predict the synergy score measuring deviation from expected non-interaction effect. (1) Drug 1: C1=CN(C(=O)N=C1N)C2C(C(C(O2)CO)O)O.Cl. Drug 2: C(=O)(N)NO. Cell line: SNB-75. Synergy scores: CSS=1.04, Synergy_ZIP=-2.02, Synergy_Bliss=-3.44, Synergy_Loewe=-5.68, Synergy_HSA=-3.41. (2) Drug 1: COC1=CC(=CC(=C1O)OC)C2C3C(COC3=O)C(C4=CC5=C(C=C24)OCO5)OC6C(C(C7C(O6)COC(O7)C8=CC=CS8)O)O. Drug 2: C(CC(=O)O)C(=O)CN.Cl. Cell line: SNB-19. Synergy scores: CSS=39.1, Synergy_ZIP=-7.19, Synergy_Bliss=-5.77, Synergy_Loewe=-36.5, Synergy_HSA=-4.22. (3) Drug 1: CC1C(C(CC(O1)OC2CC(CC3=C2C(=C4C(=C3O)C(=O)C5=C(C4=O)C(=CC=C5)OC)O)(C(=O)C)O)N)O.Cl. Drug 2: C1=CN(C=N1)CC(O)(P(=O)(O)O)P(=O)(O)O. Cell line: NCIH23. Synergy scores: CSS=11.8, Synergy_ZIP=-9.30, Synergy_Bliss=-14.2, Synergy_Loewe=-12.7, Synergy_HSA=-12.4. (4) Drug 1: CN(C)N=NC1=C(NC=N1)C(=O)N. Drug 2: CC1=C2C(C(=O)C3(C(CC4C(C3C(C(C2(C)C)(CC1OC(=O)C(C(C5=CC=CC=C5)NC(=O)C6=CC=CC=C6)O)O)OC(=O)C7=CC=CC=C7)(CO4)OC(=O)C)O)C)OC(=O)C. Cell line: RXF 393. Synergy scores: CSS=13.2, Synergy_ZIP=-4.72, Synergy_Bliss=7.30, Synergy_Loewe=-20.8, Synergy_HSA=3.65. (5) Drug 1: C1=NC2=C(N1)C(=S)N=C(N2)N. Drug 2: CCN(CC)CCNC(=O)C1=C(NC(=C1C)C=C2C3=C(C=CC(=C3)F)NC2=O)C. Cell line: HCC-2998. Synergy scores: CSS=31.3, Synergy_ZIP=-0.0184, Synergy_Bliss=-0.640, Synergy_Loewe=-8.31, Synergy_HSA=-1.98. (6) Drug 1: CN(C)N=NC1=C(NC=N1)C(=O)N. Drug 2: C1C(C(OC1N2C=NC3=C2NC=NCC3O)CO)O. Cell line: OVCAR-4. Synergy scores: CSS=3.28, Synergy_ZIP=-1.22, Synergy_Bliss=-1.63, Synergy_Loewe=-1.93, Synergy_HSA=-1.71. (7) Drug 2: CC(C)NC(=O)C1=CC=C(C=C1)CNNC.Cl. Synergy scores: CSS=57.3, Synergy_ZIP=0.768, Synergy_Bliss=2.53, Synergy_Loewe=-31.5, Synergy_HSA=2.10. Cell line: MOLT-4. Drug 1: CC1C(C(CC(O1)OC2CC(CC3=C2C(=C4C(=C3O)C(=O)C5=C(C4=O)C(=CC=C5)OC)O)(C(=O)C)O)N)O.Cl. (8) Drug 1: CCCCCOC(=O)NC1=NC(=O)N(C=C1F)C2C(C(C(O2)C)O)O. Cell line: SK-OV-3. Drug 2: C1=NC2=C(N=C(N=C2N1C3C(C(C(O3)CO)O)F)Cl)N. Synergy scores: CSS=7.41, Synergy_ZIP=-2.32, Synergy_Bliss=0.959, Synergy_Loewe=-23.9, Synergy_HSA=-3.56.